This data is from Catalyst prediction with 721,799 reactions and 888 catalyst types from USPTO. The task is: Predict which catalyst facilitates the given reaction. Reactant: [Cl:1][C:2]1[CH:3]=[C:4]([C@H:9]2[C@@H:15]([CH2:16][NH:17][C:18](OC3C=CC([N+]([O-])=O)=CC=3)=[O:19])[O:14][CH2:13][CH2:12][N:11]([C:30]([O:32][C:33]([CH3:36])([CH3:35])[CH3:34])=[O:31])[CH2:10]2)[CH:5]=[CH:6][C:7]=1[Cl:8].Cl.[CH3:38][O:39][C:40](=[O:44])[CH2:41][NH:42][CH3:43].C(=O)([O-])[O-].[K+].[K+].O. Product: [Cl:1][C:2]1[CH:3]=[C:4]([C@H:9]2[C@@H:15]([CH2:16][NH:17][C:18](=[O:19])[N:42]([CH2:41][C:40]([O:39][CH3:38])=[O:44])[CH3:43])[O:14][CH2:13][CH2:12][N:11]([C:30]([O:32][C:33]([CH3:35])([CH3:36])[CH3:34])=[O:31])[CH2:10]2)[CH:5]=[CH:6][C:7]=1[Cl:8]. The catalyst class is: 1.